Dataset: Catalyst prediction with 721,799 reactions and 888 catalyst types from USPTO. Task: Predict which catalyst facilitates the given reaction. (1) Reactant: [CH2:1]([N:8]([CH2:20][C:21]1[CH:26]=[CH:25][CH:24]=[CH:23][CH:22]=1)[C@@H:9]1[CH2:18][CH2:17][C:16]2[C:11](=[C:12](Br)[CH:13]=[CH:14][CH:15]=2)[CH2:10]1)[C:2]1[CH:7]=[CH:6][CH:5]=[CH:4][CH:3]=1.[B:27]1([B:27]2[O:31][C:30]([CH3:33])([CH3:32])[C:29]([CH3:35])([CH3:34])[O:28]2)[O:31][C:30]([CH3:33])([CH3:32])[C:29]([CH3:35])([CH3:34])[O:28]1. Product: [CH2:1]([N:8]([CH2:20][C:21]1[CH:26]=[CH:25][CH:24]=[CH:23][CH:22]=1)[C@@H:9]1[CH2:18][CH2:17][C:16]2[C:11](=[C:12]([B:27]3[O:31][C:30]([CH3:33])([CH3:32])[C:29]([CH3:35])([CH3:34])[O:28]3)[CH:13]=[CH:14][CH:15]=2)[CH2:10]1)[C:2]1[CH:7]=[CH:6][CH:5]=[CH:4][CH:3]=1. The catalyst class is: 32. (2) Reactant: S(Cl)(Cl)=O.C[N:6]([CH:8]=[O:9])C.[Cl:10][C:11]1[N:19]=[CH:18][C:17]([S:20](=[O:31])(=[O:30])[NH:21][C:22]2[CH:27]=[C:26]([F:28])[CH:25]=[C:24]([F:29])[CH:23]=2)=[CH:16][C:12]=1C(O)=O.[OH-].[NH4+]. Product: [Cl:10][C:11]1[N:19]=[CH:18][C:17]([S:20](=[O:30])(=[O:31])[NH:21][C:22]2[CH:23]=[C:24]([F:29])[CH:25]=[C:26]([F:28])[CH:27]=2)=[CH:16][C:12]=1[C:8]([NH2:6])=[O:9]. The catalyst class is: 11.